This data is from Reaction yield outcomes from USPTO patents with 853,638 reactions. The task is: Predict the reaction yield, written as a fraction of the theoretical maximum amount of product (1.0 means a 100% yield; for example, 0.34 means a 34% yield). (1) The reactants are FC(F)(F)C(O)=O.[Cl:8][C:9]1[C:10]([F:38])=[C:11]([CH:15]2[C:19]([C:22]3[CH:27]=[CH:26][C:25]([Cl:28])=[CH:24][C:23]=3[F:29])([C:20]#[N:21])[CH:18]([CH2:30][C:31]([CH3:34])([CH3:33])[CH3:32])[NH:17][CH:16]2[C:35]([OH:37])=O)[CH:12]=[CH:13][CH:14]=1.CC1(C)[O:44][C@@H:43]([CH2:45][CH2:46][NH2:47])[CH2:42][O:41]1.CN(C(ON1N=NC2C=CC=NC1=2)=[N+](C)C)C.F[P-](F)(F)(F)(F)F.CCN(C(C)C)C(C)C.Cl. The catalyst is C(Cl)Cl.O1CCCC1. The product is [OH:44][C@H:43]([CH2:42][OH:41])[CH2:45][CH2:46][NH:47][C:35]([CH:16]1[CH:15]([C:11]2[CH:12]=[CH:13][CH:14]=[C:9]([Cl:8])[C:10]=2[F:38])[C:19]([C:22]2[CH:27]=[CH:26][C:25]([Cl:28])=[CH:24][C:23]=2[F:29])([C:20]#[N:21])[CH:18]([CH2:30][C:31]([CH3:34])([CH3:32])[CH3:33])[NH:17]1)=[O:37]. The yield is 0.840. (2) The reactants are [C:1]([N:11]1[CH2:18][CH2:17][CH2:16][C@H:12]1[C:13]([OH:15])=O)([O:3][CH2:4][C:5]1[CH:10]=[CH:9][CH:8]=[CH:7][CH:6]=1)=[O:2].[CH:19]1([NH2:22])[CH2:21][CH2:20]1.C1C=CC2N(O)N=NC=2C=1.C(Cl)CCl. The catalyst is CN(C=O)C. The product is [CH2:4]([O:3][C:1]([N:11]1[CH2:18][CH2:17][CH2:16][C@H:12]1[C:13](=[O:15])[NH:22][CH:19]1[CH2:21][CH2:20]1)=[O:2])[C:5]1[CH:6]=[CH:7][CH:8]=[CH:9][CH:10]=1. The yield is 0.810. (3) The reactants are [C:1]([C:5]1[O:9][C:8]([C:10](O)=[O:11])=[CH:7][C:6]=1[CH2:13][O:14][Si:15]([C:18]([CH3:21])([CH3:20])[CH3:19])([CH3:17])[CH3:16])([CH3:4])([CH3:3])[CH3:2].[H-].[Al+3].[Li+].[H-].[H-].[H-].C(OCC)(=O)C.[NH4+].[Cl-]. The catalyst is C(OCC)C.[O-2].[O-2].[Mn+4]. The product is [C:1]([C:5]1[O:9][C:8]([CH:10]=[O:11])=[CH:7][C:6]=1[CH2:13][O:14][Si:15]([C:18]([CH3:21])([CH3:20])[CH3:19])([CH3:16])[CH3:17])([CH3:4])([CH3:2])[CH3:3]. The yield is 0.810. (4) The reactants are [CH3:1][C:2]1[CH:3]=[C:4]([NH2:12])[CH:5]=[C:6]([CH3:11])[C:7]=1[N+:8]([O-:10])=[O:9].[F:13][C:14]([F:24])([F:23])[C:15]1[CH:22]=[CH:21][C:18]([CH:19]=O)=[CH:17][CH:16]=1.O. The catalyst is C(O)C. The product is [CH3:11][C:6]1[CH:5]=[C:4]([NH:12][CH2:19][C:18]2[CH:17]=[CH:16][C:15]([C:14]([F:13])([F:23])[F:24])=[CH:22][CH:21]=2)[CH:3]=[C:2]([CH3:1])[C:7]=1[N+:8]([O-:10])=[O:9]. The yield is 0.850.